From a dataset of Forward reaction prediction with 1.9M reactions from USPTO patents (1976-2016). Predict the product of the given reaction. (1) Given the reactants [Br:1][C:2]1[N:7]=[CH:6][C:5]2[C:8]([C:15]([OH:17])=O)=[CH:9][N:10]([CH:11]([CH2:13][CH3:14])[CH3:12])[C:4]=2[CH:3]=1.C(N(CC)C(C)C)(C)C.F[P-](F)(F)(F)(F)F.N1(OC(N(C)C)=[N+](C)C)C2C=CC=CC=2N=N1.[NH2:51][CH:52]1[CH2:57][CH2:56][N:55]([C:58]([O:60][C:61]([CH3:64])([CH3:63])[CH3:62])=[O:59])[CH2:54][CH2:53]1, predict the reaction product. The product is: [Br:1][C:2]1[N:7]=[CH:6][C:5]2[C:8]([C:15]([NH:51][CH:52]3[CH2:53][CH2:54][N:55]([C:58]([O:60][C:61]([CH3:64])([CH3:63])[CH3:62])=[O:59])[CH2:56][CH2:57]3)=[O:17])=[CH:9][N:10]([CH:11]([CH2:13][CH3:14])[CH3:12])[C:4]=2[CH:3]=1. (2) Given the reactants [CH:1]([CH:4]1[CH2:9][CH2:8][CH:7]([CH3:10])[CH2:6][CH:5]1[N:11]1[CH2:15][CH:14]([C:16]([N:18]2[CH2:22][CH2:21][CH2:20][CH2:19]2)=[O:17])[CH2:13][C:12]1=[O:23])([CH3:3])[CH3:2].[CH:24](C1CCC(C)CC1N1C(=O)CC(C(O)=O)C1)(C)[CH3:25], predict the reaction product. The product is: [N:18]1([C:16]([CH:14]2[CH2:15][N:11]([CH:5]3[CH2:6][CH:7]([CH3:10])[CH2:8][CH2:9][CH:4]3[CH:1]([CH3:2])[CH3:3])[C:12](=[O:23])[CH2:13]2)=[O:17])[CH2:22][CH2:21][CH2:20][CH2:19][CH2:25][CH2:24]1. (3) The product is: [CH2:1]([N:8]([C:16]12[CH2:21][CH2:20][C:19]([CH:24]=[O:25])([CH2:18][CH2:17]1)[CH2:22][CH2:23]2)[C:9](=[O:15])[O:10][C:11]([CH3:14])([CH3:13])[CH3:12])[C:2]1[CH:7]=[CH:6][CH:5]=[CH:4][CH:3]=1. Given the reactants [CH2:1]([N:8]([C:16]12[CH2:23][CH2:22][C:19]([CH2:24][OH:25])([CH2:20][CH2:21]1)[CH2:18][CH2:17]2)[C:9](=[O:15])[O:10][C:11]([CH3:14])([CH3:13])[CH3:12])[C:2]1[CH:7]=[CH:6][CH:5]=[CH:4][CH:3]=1.CC(OI1(OC(C)=O)(OC(C)=O)OC(=O)C2C=CC=CC1=2)=O, predict the reaction product. (4) Given the reactants [CH3:1][C:2]1[CH:7]=[CH:6][C:5]([CH:8]=[CH2:9])=[CH:4][N:3]=1.Br[C:11]1[CH:19]=[CH:18][C:17]2[NH:16][C:15]3[CH:20]4[CH2:26][CH2:25][N:23]([CH2:24][C:14]=3[C:13]=2[CH:12]=1)[CH2:22][CH2:21]4, predict the reaction product. The product is: [CH3:1][C:2]1[N:3]=[CH:4][C:5](/[CH:8]=[CH:9]/[C:11]2[CH:19]=[CH:18][C:17]3[NH:16][C:15]4[CH:20]5[CH2:26][CH2:25][N:23]([CH2:24][C:14]=4[C:13]=3[CH:12]=2)[CH2:22][CH2:21]5)=[CH:6][CH:7]=1. (5) The product is: [Cl:19][C:10]([C:9]1[C:8]([CH3:14])=[CH:7][C:6]([CH3:15])=[C:5]([CH:13]=1)[C:3]([O:2][CH3:1])=[O:4])=[O:11]. Given the reactants [CH3:1][O:2][C:3]([C:5]1[C:6]([CH3:15])=[CH:7][C:8]([CH3:14])=[C:9]([CH:13]=1)[C:10](O)=[O:11])=[O:4].C(Cl)(=O)C([Cl:19])=O, predict the reaction product.